This data is from Full USPTO retrosynthesis dataset with 1.9M reactions from patents (1976-2016). The task is: Predict the reactants needed to synthesize the given product. (1) Given the product [Br:44][C:45]1[C:50]([O:10][CH2:9][CH2:8][CH2:7][C:3]2[CH:2]=[N:1][CH:6]=[CH:5][CH:4]=2)=[CH:49][CH:48]=[CH:47][N:46]=1, predict the reactants needed to synthesize it. The reactants are: [N:1]1[CH:6]=[CH:5][CH:4]=[C:3]([CH2:7][CH2:8][CH2:9][OH:10])[CH:2]=1.C1(P(C2C=CC=CC=2)C2C=CC=CC=2)C=CC=CC=1.N(C(OC(C)C)=O)=NC(OC(C)C)=O.[Br:44][C:45]1[C:50](O)=[CH:49][CH:48]=[CH:47][N:46]=1. (2) Given the product [Br:8][C:15]1[CH:16]=[CH:17][C:18]2[N:24]3[CH:25]=[N:26][C:27]([C:28]([O:4][CH2:3][C:2]([F:6])([F:5])[F:1])=[O:29])=[C:23]3[CH2:22][N:21]=[C:20]([C:33]3[CH:34]=[CH:35][CH:36]=[CH:37][CH:38]=3)[C:19]=2[CH:40]=1, predict the reactants needed to synthesize it. The reactants are: [F:1][C:2]([F:6])([F:5])[CH2:3][OH:4].[K+].[Br-:8].C[Si](C#C[C:15]1[CH:16]=[CH:17][C:18]2[N:24]3[CH:25]=[N:26][C:27]([C:28](OCC)=[O:29])=[C:23]3[CH2:22][N:21]=[C:20]([C:33]3[CH:38]=[CH:37][CH:36]=[CH:35][C:34]=3F)[C:19]=2[CH:40]=1)(C)C. (3) Given the product [CH3:1][O:2][CH2:3][CH2:4][O:5][C:6]([N:8]1[C:14]2[CH:15]=[CH:16][C:17]([NH:19][C:21]3[N:26]=[C:25]([NH:27][C:28]4[C:29]([C:30](=[O:31])[NH:32][CH2:33][C:34]#[CH:35])=[CH:36][CH:37]=[CH:38][C:39]=4[F:40])[C:24]([Cl:41])=[CH:23][N:22]=3)=[CH:18][C:13]=2[O:12][CH2:11][CH2:10][CH2:9]1)=[O:7], predict the reactants needed to synthesize it. The reactants are: [CH3:1][O:2][CH2:3][CH2:4][O:5][C:6]([N:8]1[C:14]2[CH:15]=[CH:16][C:17]([NH2:19])=[CH:18][C:13]=2[O:12][CH2:11][CH2:10][CH2:9]1)=[O:7].Cl[C:21]1[N:26]=[C:25]([NH:27][C:28]2[C:39]([F:40])=[CH:38][CH:37]=[CH:36][C:29]=2[C:30]([NH:32][CH2:33][C:34]#[CH:35])=[O:31])[C:24]([Cl:41])=[CH:23][N:22]=1. (4) Given the product [CH3:12][S:13]([C:16]1[CH:17]=[CH:18][C:19]([CH:22]2[CH2:27][CH:26]([S:9][C:5]3[CH:6]=[CH:7][CH:8]=[C:3]([C:2]([F:1])([F:10])[F:11])[CH:4]=3)[CH2:25][CH2:24][O:23]2)=[CH:20][CH:21]=1)(=[O:15])=[O:14], predict the reactants needed to synthesize it. The reactants are: [F:1][C:2]([F:11])([F:10])[C:3]1[CH:4]=[C:5]([SH:9])[CH:6]=[CH:7][CH:8]=1.[CH3:12][S:13]([C:16]1[CH:21]=[CH:20][C:19]([CH:22]2[CH2:27][CH:26](OS(C)(=O)=O)[CH2:25][CH2:24][O:23]2)=[CH:18][CH:17]=1)(=[O:15])=[O:14].C([O-])([O-])=O.[K+].[K+]. (5) Given the product [CH2:17]([O:16][C:7]1[N:6]=[C:5]([CH:4]=[O:22])[C:12]([N+:13]([O-:15])=[O:14])=[CH:11][C:8]=1[C:9]#[N:10])[CH3:18], predict the reactants needed to synthesize it. The reactants are: CN(C)C=[CH:4][C:5]1[C:12]([N+:13]([O-:15])=[O:14])=[CH:11][C:8]([C:9]#[N:10])=[C:7]([O:16][CH2:17][CH3:18])[N:6]=1.O.I([O-])(=O)(=O)=[O:22].[Na+]. (6) Given the product [CH2:14]([O:17][C:18]1([CH3:47])[CH2:19][CH2:20][N:21]([C:24]2[N:29]3[N:30]=[C:31]([CH2:33][O:13][CH2:12][C:6]4[CH:7]=[CH:8][C:9]([F:11])=[CH:10][C:5]=4[CH2:1][CH2:2][CH:3]=[CH2:4])[CH:32]=[C:28]3[N:27]=[C:26]([CH3:35])[C:25]=2[C@H:36]([O:42][C:43]([CH3:46])([CH3:45])[CH3:44])[C:37]([O:39][CH2:40][CH3:41])=[O:38])[CH2:22][CH2:23]1)[CH:15]=[CH2:16], predict the reactants needed to synthesize it. The reactants are: [CH2:1]([C:5]1[CH:10]=[C:9]([F:11])[CH:8]=[CH:7][C:6]=1[CH2:12][OH:13])[CH2:2][CH:3]=[CH2:4].[CH2:14]([O:17][C:18]1([CH3:47])[CH2:23][CH2:22][N:21]([C:24]2[N:29]3[N:30]=[C:31]([CH2:33]I)[CH:32]=[C:28]3[N:27]=[C:26]([CH3:35])[C:25]=2[C@H:36]([O:42][C:43]([CH3:46])([CH3:45])[CH3:44])[C:37]([O:39][CH2:40][CH3:41])=[O:38])[CH2:20][CH2:19]1)[CH:15]=[CH2:16].[H-].[Na+].